Dataset: Full USPTO retrosynthesis dataset with 1.9M reactions from patents (1976-2016). Task: Predict the reactants needed to synthesize the given product. (1) Given the product [OH:8][C:9]1[CH:18]=[C:17]2[C:12]([C:13]([O:19][C:20]3[C:21]([C:30]([O:32][CH2:33][CH2:34][CH3:35])=[O:31])=[CH:22][C:23]4[C:28]([CH:29]=3)=[CH:27][CH:26]=[CH:25][CH:24]=4)=[CH:14][CH:15]=[N:16]2)=[CH:11][C:10]=1[O:36][CH3:37], predict the reactants needed to synthesize it. The reactants are: C([O:8][C:9]1[CH:18]=[C:17]2[C:12]([C:13]([O:19][C:20]3[C:21]([C:30]([O:32][CH2:33][CH2:34][CH3:35])=[O:31])=[CH:22][C:23]4[C:28]([CH:29]=3)=[CH:27][CH:26]=[CH:25][CH:24]=4)=[CH:14][CH:15]=[N:16]2)=[CH:11][C:10]=1[O:36][CH3:37])C1C=CC=CC=1.CS(O)(=O)=O. (2) Given the product [CH3:9][O:8][C:4]1[CH:3]=[C:2](/[CH:17]=[CH:16]/[C:10]2[CH:15]=[CH:14][CH:13]=[CH:12][CH:11]=2)[CH:7]=[CH:6][N:5]=1, predict the reactants needed to synthesize it. The reactants are: Br[C:2]1[CH:7]=[CH:6][N:5]=[C:4]([O:8][CH3:9])[CH:3]=1.[C:10]1(/[CH:16]=[CH:17]/B(O)O)[CH:15]=[CH:14][CH:13]=[CH:12][CH:11]=1.C([O-])([O-])=O.[K+].[K+]. (3) Given the product [CH3:1][O:2][C:3]([N:5]1[CH2:10][CH2:9][CH2:8][C@@H:7]([C:11]2[CH:16]=[CH:15][CH:14]=[C:13]([O:17][C:18]([C:21]([OH:23])=[O:22])([CH3:20])[CH3:19])[CH:12]=2)[CH2:6]1)=[O:4], predict the reactants needed to synthesize it. The reactants are: [CH3:1][O:2][C:3]([N:5]1[CH2:10][CH2:9][CH2:8][C@@H:7]([C:11]2[CH:16]=[CH:15][CH:14]=[C:13]([O:17][C:18]([C:21]([O:23]CC3C=CC=CC=3)=[O:22])([CH3:20])[CH3:19])[CH:12]=2)[CH2:6]1)=[O:4]. (4) The reactants are: Cl[C:2]([C:4]1[CH:5]=[C:6]2[C:11](=[CH:12][CH:13]=1)[C:9](=[O:10])[O:8][CH2:7]2)=[O:3].N1C2C(=CC=CC=2)C=CC=1.[S]. Given the product [CH:2]([C:4]1[CH:5]=[C:6]2[C:11](=[CH:12][CH:13]=1)[C:9](=[O:10])[O:8][CH2:7]2)=[O:3], predict the reactants needed to synthesize it. (5) Given the product [F:1][C:2]1[CH:7]=[C:6]([F:8])[CH:5]=[CH:4][C:3]=1[C:9]1[CH:10]=[C:11]([C:12]([F:15])([F:14])[F:13])[N:20]2[N:21]=[CH:22][C:23]([C:24]#[N:25])=[C:19]2[N:18]=1, predict the reactants needed to synthesize it. The reactants are: [F:1][C:2]1[CH:7]=[C:6]([F:8])[CH:5]=[CH:4][C:3]=1[C:9](=O)[CH2:10][C:11](=O)[C:12]([F:15])([F:14])[F:13].[NH2:18][C:19]1[C:23]([C:24]#[N:25])=[CH:22][NH:21][N:20]=1. (6) Given the product [NH2:8][C:9]1[CH:14]=[CH:13][C:12]([C:15]2[C:16]([F:35])=[CH:17][N:18]3[C:23]([C:24]=2[CH3:25])=[C:22]([CH:26]2[CH2:28][CH2:27]2)[CH:21]=[C:20]([C:29]([OH:31])=[O:30])[C:19]3=[O:34])=[CH:11][C:10]=1[F:36], predict the reactants needed to synthesize it. The reactants are: C(OC([NH:8][C:9]1[CH:14]=[CH:13][C:12]([C:15]2[C:16]([F:35])=[CH:17][N:18]3[C:23]([C:24]=2[CH3:25])=[C:22]([CH:26]2[CH2:28][CH2:27]2)[CH:21]=[C:20]([C:29]([O:31]CC)=[O:30])[C:19]3=[O:34])=[CH:11][C:10]=1[F:36])=O)(C)(C)C.Cl.[OH-].[Na+]. (7) Given the product [C:1]([O:4][CH2:5][C@@H:6]1[C@@H:11]([NH:12][C:27]([O:26][C:23]([CH3:25])([CH3:24])[CH3:22])=[O:28])[CH2:10][CH2:9][CH2:8][O:7]1)(=[O:3])[CH3:2], predict the reactants needed to synthesize it. The reactants are: [C:1]([O:4][CH2:5][C@@H:6]1[C@@H:11]([N:12]=[N+]=[N-])[CH:10]=[CH:9][CH2:8][O:7]1)(=[O:3])[CH3:2].CCN(CC)CC.[CH3:22][C:23]([O:26][C:27](O[C:27]([O:26][C:23]([CH3:25])([CH3:24])[CH3:22])=[O:28])=[O:28])([CH3:25])[CH3:24].